This data is from Catalyst prediction with 721,799 reactions and 888 catalyst types from USPTO. The task is: Predict which catalyst facilitates the given reaction. (1) Reactant: [C:1]([OH:5])(=[O:4])[CH:2]=[CH2:3]. Product: [C:1]([OH:5])(=[O:4])[CH:2]=[CH2:3].[CH:1]([CH:2]=[CH2:3])=[O:4]. The catalyst class is: 610. (2) Reactant: [NH:1]1[CH2:6][CH2:5][O:4][CH2:3][C:2]1=[O:7].CC(C)([O-])C.[K+].C1COCC1.[Br:19][C:20]1[CH:25]=[CH:24][N:23]=[C:22](F)[CH:21]=1. The catalyst class is: 133. Product: [Br:19][C:20]1[CH:25]=[CH:24][N:23]=[C:22]([N:1]2[CH2:6][CH2:5][O:4][CH2:3][C:2]2=[O:7])[CH:21]=1. (3) Reactant: [NH2:1][CH:2]1[CH2:7][CH2:6][N:5]([CH2:8][C@H:9]([OH:22])[C:10]2[C:19]3[C:14](=[CH:15][CH:16]=[C:17]([O:20][CH3:21])[CH:18]=3)[N:13]=[CH:12][CH:11]=2)[C:4](=[O:23])[CH2:3]1.[O:24]=[C:25]1[NH:30][C:29]2[CH:31]=[C:32]([CH:35]=O)[CH:33]=[CH:34][C:28]=2[S:27][CH2:26]1.[O-]S([O-])(=O)=O.[Na+].[Na+].[BH4-].[Na+]. Product: [OH:22][C@H:9]([C:10]1[C:19]2[C:14](=[CH:15][CH:16]=[C:17]([O:20][CH3:21])[CH:18]=2)[N:13]=[CH:12][CH:11]=1)[CH2:8][N:5]1[CH2:6][CH2:7][CH:2]([NH:1][CH2:35][C:32]2[CH:33]=[CH:34][C:28]3[S:27][CH2:26][C:25](=[O:24])[NH:30][C:29]=3[CH:31]=2)[CH2:3][C:4]1=[O:23]. The catalyst class is: 3.